This data is from Full USPTO retrosynthesis dataset with 1.9M reactions from patents (1976-2016). The task is: Predict the reactants needed to synthesize the given product. (1) Given the product [C:1]([C:5]1[CH:10]=[CH:9][C:8]([S:11]([NH:30][C:29]2[N:25]([C:18]3[C:19]4[C:24](=[CH:23][CH:22]=[CH:21][CH:20]=4)[CH:15]=[N:16][CH:17]=3)[N:26]=[C:27]([CH3:31])[CH:28]=2)(=[O:13])=[O:12])=[CH:7][CH:6]=1)([CH3:4])([CH3:3])[CH3:2], predict the reactants needed to synthesize it. The reactants are: [C:1]([C:5]1[CH:10]=[CH:9][C:8]([S:11](Cl)(=[O:13])=[O:12])=[CH:7][CH:6]=1)([CH3:4])([CH3:3])[CH3:2].[CH:15]1[C:24]2[C:19](=[CH:20][CH:21]=[CH:22][CH:23]=2)[C:18]([N:25]2[C:29]([NH2:30])=[CH:28][C:27]([CH3:31])=[N:26]2)=[CH:17][N:16]=1. (2) Given the product [CH2:9]([C:13]1[N:14]=[C:15]([Cl:22])[C:16]2[NH:21][CH:20]=[C:19]([I:1])[C:17]=2[N:18]=1)[CH2:10][CH2:11][CH3:12], predict the reactants needed to synthesize it. The reactants are: [I:1]N1C(=O)CCC1=O.[CH2:9]([C:13]1[N:14]=[C:15]([Cl:22])[C:16]2[NH:21][CH:20]=[CH:19][C:17]=2[N:18]=1)[CH2:10][CH2:11][CH3:12]. (3) Given the product [CH3:1][O:2][C:3](=[O:19])[CH2:4][C@H:5]([OH:18])[C@H:6]([NH:10][C:11]([O:13][C:14]([CH3:17])([CH3:16])[CH3:15])=[O:12])[CH:7]([CH3:9])[CH3:8], predict the reactants needed to synthesize it. The reactants are: [CH3:1][O:2][C:3](=[O:19])[CH2:4][C:5](=[O:18])[C@H:6]([NH:10][C:11]([O:13][C:14]([CH3:17])([CH3:16])[CH3:15])=[O:12])[CH:7]([CH3:9])[CH3:8].[BH4-].[K+]. (4) Given the product [F:1][C:2]1[CH:3]=[CH:4][C:5]([N:8]2[C:13](=[O:14])[C:12]([O:15][CH2:40][CH2:39][CH:37]3[CH2:38][CH2:36]3)=[C:11]([C:26]3[CH:27]=[CH:28][C:29]([S:32]([CH3:35])(=[O:34])=[O:33])=[CH:30][CH:31]=3)[CH:10]=[N:9]2)=[CH:6][CH:7]=1, predict the reactants needed to synthesize it. The reactants are: [F:1][C:2]1[CH:7]=[CH:6][C:5]([N:8]2[C:13](=[O:14])[C:12]([O:15]S(C3C=CC(C)=CC=3)(=O)=O)=[C:11]([C:26]3[CH:31]=[CH:30][C:29]([S:32]([CH3:35])(=[O:34])=[O:33])=[CH:28][CH:27]=3)[CH:10]=[N:9]2)=[CH:4][CH:3]=1.[CH2:36]1[CH2:38][CH:37]1[CH2:39][CH2:40]O.N. (5) Given the product [CH3:18][O:17][C:14]1[CH:15]=[CH:16][C:11]([CH2:10][CH2:9][C:8](=[O:19])[CH2:1][CH3:2])=[CH:12][CH:13]=1, predict the reactants needed to synthesize it. The reactants are: [CH2:1]([Mg]Br)[CH3:2].CON(C)[C:8](=[O:19])[CH2:9][CH2:10][C:11]1[CH:16]=[CH:15][C:14]([O:17][CH3:18])=[CH:13][CH:12]=1. (6) Given the product [CH:45]([C:13]1[C:14]2[C:15](=[N:16][C:17]([C:27]3[CH:28]=[CH:29][C:30]([CH3:33])=[CH:31][CH:32]=3)=[C:18]([C:20]3[CH:21]=[CH:22][C:23]([CH3:26])=[CH:24][CH:25]=3)[N:19]=2)[N:11]([CH2:10][CH2:9][CH2:8][CH2:7][CH2:6][CH2:5][C:4]([O:3][CH2:1][CH3:2])=[O:34])[CH:12]=1)=[O:46], predict the reactants needed to synthesize it. The reactants are: [CH2:1]([O:3][C:4](=[O:34])[CH2:5][CH2:6][CH2:7][CH2:8][CH2:9][CH2:10][N:11]1[C:15]2=[N:16][C:17]([C:27]3[CH:32]=[CH:31][C:30]([CH3:33])=[CH:29][CH:28]=3)=[C:18]([C:20]3[CH:25]=[CH:24][C:23]([CH3:26])=[CH:22][CH:21]=3)[N:19]=[C:14]2[CH:13]=[CH:12]1)[CH3:2].N#N.O=P(Cl)(Cl)Cl.CN([CH:45]=[O:46])C.